This data is from Full USPTO retrosynthesis dataset with 1.9M reactions from patents (1976-2016). The task is: Predict the reactants needed to synthesize the given product. (1) Given the product [OH:8][C:9]1[CH:10]=[CH:11][C:12]2[CH:13]([CH2:22][C:23]([O:25][CH2:26][CH3:27])=[O:24])[C:14]3[C:19]([C:20]=2[CH:21]=1)=[CH:18][CH:17]=[CH:16][CH:15]=3, predict the reactants needed to synthesize it. The reactants are: C([O:8][C:9]1[CH:10]=[CH:11][C:12]2[C:13](=[CH:22][C:23]([O:25][CH2:26][CH3:27])=[O:24])[C:14]3[C:19]([C:20]=2[CH:21]=1)=[CH:18][CH:17]=[CH:16][CH:15]=3)C1C=CC=CC=1.C(O)C.[H][H]. (2) Given the product [N+:21]([C:24]1[CH:25]=[CH:26][C:27]([C:28]([O:1][C@@H:2]2[CH2:6][C@@H:5]([C:7]([O:9][CH2:10][C:11]3[CH:16]=[CH:15][CH:14]=[CH:13][CH:12]=3)=[O:8])[C@H:4]([C:17]([O:19][CH3:20])=[O:18])[CH2:3]2)=[O:29])=[CH:31][CH:32]=1)([O-:23])=[O:22], predict the reactants needed to synthesize it. The reactants are: [OH:1][C@H:2]1[CH2:6][C@@H:5]([C:7]([O:9][CH2:10][C:11]2[CH:16]=[CH:15][CH:14]=[CH:13][CH:12]=2)=[O:8])[C@H:4]([C:17]([O:19][CH3:20])=[O:18])[CH2:3]1.[N+:21]([C:24]1[CH:32]=[CH:31][C:27]([C:28](O)=[O:29])=[CH:26][CH:25]=1)([O-:23])=[O:22].C1(P(C2C=CC=CC=2)C2C=CC=CC=2)C=CC=CC=1.N(C(OC(C)C)=O)=NC(OC(C)C)=O.